From a dataset of Full USPTO retrosynthesis dataset with 1.9M reactions from patents (1976-2016). Predict the reactants needed to synthesize the given product. (1) Given the product [Cl:1][C:2]1[S:6][C:5]([C:7]([NH:23][CH2:22][C:20]2[N:19]=[CH:18][N:17]([C:14]3[CH:15]=[CH:16][C:11]([I:10])=[CH:12][CH:13]=3)[CH:21]=2)=[O:9])=[CH:4][CH:3]=1, predict the reactants needed to synthesize it. The reactants are: [Cl:1][C:2]1[S:6][C:5]([C:7]([OH:9])=O)=[CH:4][CH:3]=1.[I:10][C:11]1[CH:16]=[CH:15][C:14]([N:17]2[CH:21]=[C:20]([CH2:22][NH2:23])[N:19]=[CH:18]2)=[CH:13][CH:12]=1.F[P-](F)(F)(F)(F)F.N1(O[P+](N(C)C)(N(C)C)N(C)C)C2C=CC=CC=2N=N1.O. (2) Given the product [CH3:1][C:2]1[C:3]([C:23]2[CH:28]=[CH:27][CH:26]=[CH:25][CH:24]=2)=[C:4]([O:14][C:15]2[CH:22]=[CH:21][C:18]([C:19]([OH:31])=[O:20])=[CH:17][CH:16]=2)[C:5]2[C:10]([CH:11]=1)=[CH:9][C:8]([O:12][CH3:13])=[CH:7][CH:6]=2, predict the reactants needed to synthesize it. The reactants are: [CH3:1][C:2]1[C:3]([C:23]2[CH:28]=[CH:27][CH:26]=[CH:25][CH:24]=2)=[C:4]([O:14][C:15]2[CH:22]=[CH:21][C:18]([CH:19]=[O:20])=[CH:17][CH:16]=2)[C:5]2[C:10]([CH:11]=1)=[CH:9][C:8]([O:12][CH3:13])=[CH:7][CH:6]=2.S(=O)(=O)([OH:31])N.Cl([O-])=O.[Na+]. (3) Given the product [Cl:1][CH2:2][C:3]([NH:6][C:7]1[CH:12]=[CH:11][C:10]([Cl:13])=[CH:9][N:8]=1)=[O:4], predict the reactants needed to synthesize it. The reactants are: [Cl:1][CH2:2][C:3](Cl)=[O:4].[NH2:6][C:7]1[CH:12]=[CH:11][C:10]([Cl:13])=[CH:9][N:8]=1.C(N(CC)CC)C. (4) The reactants are: [Cl:1][C:2]1[CH:3]=[CH:4][C:5]([F:30])=[C:6]([NH:8][C:9]2[CH:14]=[C:13]([NH:15][CH:16]3[CH2:18][CH2:17]3)[N:12]3[N:19]=[CH:20][C:21](/[CH:22]=[C:23]4/[C:24](=[O:29])[NH:25][C:26](=[O:28])[NH:27]/4)=[C:11]3[N:10]=2)[CH:7]=1.[CH2:31]=[O:32]. Given the product [Cl:1][C:2]1[CH:3]=[CH:4][C:5]([F:30])=[C:6]([NH:8][C:9]2[CH:14]=[C:13]([NH:15][CH:16]3[CH2:18][CH2:17]3)[N:12]3[N:19]=[CH:20][C:21](/[CH:22]=[C:23]4/[C:24](=[O:29])[N:25]([CH2:31][OH:32])[C:26](=[O:28])[NH:27]/4)=[C:11]3[N:10]=2)[CH:7]=1, predict the reactants needed to synthesize it. (5) Given the product [C:19]([O:1][CH2:2][C:3]([CH3:7])([CH3:4])[CH2:5][OH:6])(=[O:23])[C:20]([CH3:22])=[CH2:21], predict the reactants needed to synthesize it. The reactants are: [OH:1][CH2:2][C:3]([CH3:7])([CH2:5][OH:6])[CH3:4].C1(C=CC(O)=CC=1)O.C[O-].[Na+].[C:19](OC)(=[O:23])[C:20]([CH3:22])=[CH2:21]. (6) Given the product [CH3:1][O:2][C:3](=[O:19])[CH2:4][C:5]1[C:14]([F:15])=[C:13]([OH:16])[C:12]2[C:7](=[CH:8][CH:9]=[C:10]([F:17])[CH:11]=2)[CH:6]=1, predict the reactants needed to synthesize it. The reactants are: [CH3:1][O:2][C:3](=[O:19])[CH2:4][C:5]1[C:14]([F:15])=[C:13]([OH:16])[C:12]2[C:7](=[CH:8][CH:9]=[C:10]([F:17])[CH:11]=2)[C:6]=1Br. (7) Given the product [CH2:1]([O:5][CH2:6][CH2:7][O:8][C:9]1[CH:10]=[CH:11][C:12]([C:15]2[CH:16]=[CH:17][C:18]3[N:24]([CH2:25][CH:26]([CH3:28])[CH3:27])[CH2:23][CH2:22][C:21]([C:29]([NH2:31])=[O:30])=[CH:20][C:19]=3[CH:54]=2)=[CH:13][CH:14]=1)[CH2:2][CH2:3][CH3:4], predict the reactants needed to synthesize it. The reactants are: [CH2:1]([O:5][CH2:6][CH2:7][O:8][C:9]1[CH:14]=[CH:13][C:12]([C:15]2[CH:16]=[CH:17][C:18]3[N:24]([CH2:25][CH:26]([CH3:28])[CH3:27])[CH2:23][CH2:22][C:21]([C:29]([NH:31]C4C=CC(S(CC5N(CCCC(OCC)=O)C=CN=5)=O)=CC=4)=[O:30])=[CH:20][C:19]=3[CH:54]=2)=[CH:11][CH:10]=1)[CH2:2][CH2:3][CH3:4].[OH-].[Na+].Cl. (8) Given the product [Cl:1][C:2]1[CH:7]=[CH:6][C:5]([O:8][C:9]2[CH:14]=[CH:13][CH:12]=[CH:11][CH:10]=2)=[C:4]([NH2:15])[CH:3]=1, predict the reactants needed to synthesize it. The reactants are: [Cl:1][C:2]1[CH:7]=[CH:6][C:5]([O:8][C:9]2[CH:14]=[CH:13][CH:12]=[CH:11][CH:10]=2)=[C:4]([N+:15]([O-])=O)[CH:3]=1.Cl[Sn]Cl. (9) The reactants are: [F:1][C:2]1[CH:3]=[CH:4][C:5]([CH3:32])=[C:6]([CH:31]=1)[O:7][CH2:8][C:9]1[C:18]([C:19]2[CH:24]=[CH:23][C:22]([OH:25])=[CH:21][C:20]=2[O:26][CH3:27])=[CH:17][CH:16]=[C:15]2[C:10]=1[C:11]([CH3:30])=[CH:12][C:13]([CH3:29])([CH3:28])[NH:14]2.C(N(CC)CC)C.[C:40](Cl)(=[O:47])[C:41]1[CH:46]=[CH:45][CH:44]=[CH:43][CH:42]=1. Given the product [C:40]([O:25][C:22]1[CH:23]=[CH:24][C:19]([C:18]2[C:9]([CH2:8][O:7][C:6]3[CH:31]=[C:2]([F:1])[CH:3]=[CH:4][C:5]=3[CH3:32])=[C:10]3[C:15](=[CH:16][CH:17]=2)[NH:14][C:13]([CH3:28])([CH3:29])[CH:12]=[C:11]3[CH3:30])=[C:20]([O:26][CH3:27])[CH:21]=1)(=[O:47])[C:41]1[CH:46]=[CH:45][CH:44]=[CH:43][CH:42]=1, predict the reactants needed to synthesize it.